Dataset: CYP3A4 inhibition data for predicting drug metabolism from PubChem BioAssay. Task: Regression/Classification. Given a drug SMILES string, predict its absorption, distribution, metabolism, or excretion properties. Task type varies by dataset: regression for continuous measurements (e.g., permeability, clearance, half-life) or binary classification for categorical outcomes (e.g., BBB penetration, CYP inhibition). Dataset: cyp3a4_veith. (1) The compound is Cc1cccn2c(=O)c(C=NCc3ccco3)c(Nc3ccc(SC(F)F)cc3)nc12. The result is 0 (non-inhibitor). (2) The drug is Cc1cccc(CNc2nc(-c3cccnc3)nc3ccccc23)c1. The result is 1 (inhibitor).